Predict the product of the given reaction. From a dataset of Forward reaction prediction with 1.9M reactions from USPTO patents (1976-2016). (1) The product is: [Cl:34][C:31]1[CH:30]=[N:29][C:28]([N:23]2[CH2:24][CH2:25][CH:20]([C@@:18]3([CH3:26])[O:17][C:14]4=[CH:15][N:16]=[C:11]([C:8]5[CH2:9][CH2:10][N:5]([S:2]([CH3:1])(=[O:3])=[O:4])[CH2:6][CH:7]=5)[CH:12]=[C:13]4[CH2:19]3)[CH2:21][CH2:22]2)=[N:33][CH:32]=1. Given the reactants [CH3:1][S:2]([N:5]1[CH2:10][CH:9]=[C:8]([C:11]2[CH:12]=[C:13]3[CH2:19][C@@:18]([CH3:26])([CH:20]4[CH2:25][CH2:24][NH:23][CH2:22][CH2:21]4)[O:17][C:14]3=[CH:15][N:16]=2)[CH2:7][CH2:6]1)(=[O:4])=[O:3].Cl[C:28]1[N:33]=[CH:32][C:31]([Cl:34])=[CH:30][N:29]=1.C(=O)([O-])[O-].[K+].[K+], predict the reaction product. (2) Given the reactants C(C1N=C2N(C3C=CC=CC=3)N=CC2=C(N)N=1)C.[CH2:19]([C:21]1[N:26]=[C:25]2[NH:27][N:28]=[CH:29][C:24]2=[C:23]([NH2:30])[N:22]=1)[CH3:20].[F:31][C:32]1[CH:37]=[CH:36][C:35](I)=[CH:34][N:33]=1, predict the reaction product. The product is: [CH2:19]([C:21]1[N:26]=[C:25]2[N:27]([C:35]3[CH:34]=[N:33][C:32]([F:31])=[CH:37][CH:36]=3)[N:28]=[CH:29][C:24]2=[C:23]([NH2:30])[N:22]=1)[CH3:20]. (3) Given the reactants C(O)(C(F)(F)F)=O.C(OC([N:15]1[CH2:19][CH2:18][CH2:17][C@H:16]1[C:20]1[NH:21][C:22]([C:25]2[CH:26]=[C:27]3[C:32](=[CH:33][CH:34]=2)[CH:31]=[C:30]([C:35]2[CH:40]=[CH:39][C:38]([C:41]4[NH:45][C:44]([C@@H:46]5[CH2:50][CH2:49][CH2:48][N:47]5C(OC(C)(C)C)=O)=[N:43][C:42]=4[Cl:58])=[CH:37][CH:36]=2)[CH:29]=[CH:28]3)=[CH:23][N:24]=1)=O)(C)(C)C, predict the reaction product. The product is: [Cl:58][C:42]1[N:43]=[C:44]([C@@H:46]2[CH2:50][CH2:49][CH2:48][NH:47]2)[NH:45][C:41]=1[C:38]1[CH:37]=[CH:36][C:35]([C:30]2[CH:29]=[CH:28][C:27]3[C:32](=[CH:33][CH:34]=[C:25]([C:22]4[NH:21][C:20]([C@@H:16]5[CH2:17][CH2:18][CH2:19][NH:15]5)=[N:24][CH:23]=4)[CH:26]=3)[CH:31]=2)=[CH:40][CH:39]=1. (4) Given the reactants Br[C:2]1[CH:11]=[CH:10][CH:9]=[CH:8][C:3]=1[C:4]([O:6][CH3:7])=[O:5].[C:12]1(B(O)O)[C:21]2[C:16](=[CH:17][CH:18]=[CH:19][CH:20]=2)[C:15](B(O)O)=[CH:14][CH:13]=1.P([O-])([O-])([O-])=O, predict the reaction product. The product is: [CH3:7][O:6][C:4]([C:3]1[CH:8]=[CH:9][CH:10]=[CH:11][C:2]=1[C:12]1[C:21]2[C:16](=[CH:17][CH:18]=[CH:19][CH:20]=2)[C:15]([C:2]2[CH:11]=[CH:10][CH:9]=[CH:8][C:3]=2[C:4]([O:6][CH3:7])=[O:5])=[CH:14][CH:13]=1)=[O:5]. (5) Given the reactants [F:1][CH2:2][CH2:3][N:4]1[C:8]2[CH:9]=[CH:10][C:11]([C:13]([OH:15])=O)=[CH:12][C:7]=2[N:6]=[C:5]1[NH:16][C:17]1[S:18][C:19]2[CH:25]=[C:24]([O:26][C:27]([F:30])([F:29])[F:28])[CH:23]=[CH:22][C:20]=2[N:21]=1.[CH2:31]([O:33][CH2:34][CH2:35][NH2:36])[CH3:32].CN(C(ON1N=NC2C=CC=CC1=2)=[N+](C)C)C.F[P-](F)(F)(F)(F)F.CCN(C(C)C)C(C)C, predict the reaction product. The product is: [CH2:31]([O:33][CH2:34][CH2:35][NH:36][C:13]([C:11]1[CH:10]=[CH:9][C:8]2[N:4]([CH2:3][CH2:2][F:1])[C:5]([NH:16][C:17]3[S:18][C:19]4[CH:25]=[C:24]([O:26][C:27]([F:30])([F:28])[F:29])[CH:23]=[CH:22][C:20]=4[N:21]=3)=[N:6][C:7]=2[CH:12]=1)=[O:15])[CH3:32]. (6) Given the reactants [Br:1][C:2]1[C:7](=[O:8])[N:6]([C:9]2[CH:10]=[C:11]([CH:16]=[CH:17][C:18]=2[CH3:19])[C:12]([O:14]C)=O)[C:5]([NH:20][CH3:21])=[N:4][C:3]=1[O:22][CH2:23][C:24]1[CH:29]=[CH:28][C:27]([F:30])=[CH:26][C:25]=1[F:31].ClC(OCC(C)C)=O.[CH3:40][N:41]1CCOCC1.CN, predict the reaction product. The product is: [Br:1][C:2]1[C:7](=[O:8])[N:6]([C:9]2[CH:10]=[C:11]([CH:16]=[CH:17][C:18]=2[CH3:19])[C:12]([NH:41][CH3:40])=[O:14])[C:5]([NH:20][CH3:21])=[N:4][C:3]=1[O:22][CH2:23][C:24]1[CH:29]=[CH:28][C:27]([F:30])=[CH:26][C:25]=1[F:31]. (7) Given the reactants Cl.[F:2][C:3]1([F:12])[CH2:7][NH:6][CH:5]([CH2:8][C:9]([OH:11])=[O:10])[CH2:4]1.[Br:13][C:14]1[CH:19]=[C:18]([F:20])[CH:17]=[CH:16][C:15]=1[C@H:21]1[C:26]([C:27]([O:29][CH2:30][CH3:31])=[O:28])=[C:25]([CH2:32]Br)[NH:24][C:23]([C:34]2[S:35][CH:36]=[CH:37][N:38]=2)=[N:22]1.C([O-])([O-])=O.[K+].[K+], predict the reaction product. The product is: [Br:13][C:14]1[CH:19]=[C:18]([F:20])[CH:17]=[CH:16][C:15]=1[C@@H:21]1[N:22]=[C:23]([C:34]2[S:35][CH:36]=[CH:37][N:38]=2)[NH:24][C:25]([CH2:32][N:6]2[CH2:7][C:3]([F:2])([F:12])[CH2:4][CH:5]2[CH2:8][C:9]([OH:11])=[O:10])=[C:26]1[C:27]([O:29][CH2:30][CH3:31])=[O:28]. (8) Given the reactants [N:1]1([C:6]2[CH:11]=[CH:10][CH:9]=[CH:8][C:7]=2[NH2:12])[CH:5]=[CH:4][CH:3]=[CH:2]1.[Cl-].[CH3:14][C:15]1[CH:26]=[CH:25][CH:24]=[CH:23][C:16]=1[CH:17]=[N+:18]1[CH2:22][CH2:21][CH2:20][CH2:19]1, predict the reaction product. The product is: [N:18]1([CH:17]([C:16]2[CH:23]=[CH:24][CH:25]=[CH:26][C:15]=2[CH3:14])[C:5]2[N:1]([C:6]3[CH:11]=[CH:10][CH:9]=[CH:8][C:7]=3[NH2:12])[CH:2]=[CH:3][CH:4]=2)[CH2:22][CH2:21][CH2:20][CH2:19]1.